Task: Predict the reactants needed to synthesize the given product.. Dataset: Full USPTO retrosynthesis dataset with 1.9M reactions from patents (1976-2016) (1) The reactants are: Br[C:2]1[CH:7]=[CH:6][C:5]([Si:8]([CH3:11])([CH3:10])[CH3:9])=[CH:4][CH:3]=1.[N:12]1[C:16]2[CH:17]=[CH:18][CH:19]=[CH:20][C:15]=2[NH:14][CH:13]=1.C(=O)([O-])[O-].[K+].[K+].C1OCCOCCOCCOCCOCCOC1. Given the product [CH3:9][Si:8]([CH3:11])([CH3:10])[C:5]1[CH:6]=[CH:7][C:2]([N:12]2[C:16]3[CH:17]=[CH:18][CH:19]=[CH:20][C:15]=3[N:14]=[CH:13]2)=[CH:3][CH:4]=1, predict the reactants needed to synthesize it. (2) Given the product [CH3:38][O:37][C:35](=[O:36])[C:34]1[CH:39]=[CH:40][C:31]([O:29][C:26]2[CH:25]=[CH:24][C:23]([C:20]3[CH:21]=[CH:22][C:17]([CH2:16][C:11]4[N:12]([CH2:14][CH3:15])[CH:13]=[C:9]([C:3]5[CH:4]=[CH:5][C:6]([Cl:8])=[CH:7][C:2]=5[Cl:1])[N:10]=4)=[CH:18][CH:19]=3)=[CH:28][CH:27]=2)=[CH:32][C:33]=1[N+:41]([O-:43])=[O:42], predict the reactants needed to synthesize it. The reactants are: [Cl:1][C:2]1[CH:7]=[C:6]([Cl:8])[CH:5]=[CH:4][C:3]=1[C:9]1[N:10]=[C:11]([CH2:16][C:17]2[CH:22]=[CH:21][C:20]([C:23]3[CH:28]=[CH:27][C:26]([OH:29])=[CH:25][CH:24]=3)=[CH:19][CH:18]=2)[N:12]([CH2:14][CH3:15])[CH:13]=1.F[C:31]1[CH:40]=[CH:39][C:34]([C:35]([O:37][CH3:38])=[O:36])=[C:33]([N+:41]([O-:43])=[O:42])[CH:32]=1. (3) The reactants are: [CH3:1][C:2]1[N:7]=[CH:6][C:5]([C:8]2[CH:13]=[CH:12][NH:11][C:10](=[O:14])[CH:9]=2)=[CH:4][CH:3]=1.Br[C:16]1[CH:17]=[CH:18][C:19]2[C:20]3[CH2:29][N:28]([C:30]([O:32][C:33]([CH3:36])([CH3:35])[CH3:34])=[O:31])[CH2:27][CH2:26][C:21]=3[N:22]([CH3:25])[C:23]=2[CH:24]=1. Given the product [CH3:25][N:22]1[C:23]2[CH:24]=[C:16]([N:11]3[CH:12]=[CH:13][C:8]([C:5]4[CH:6]=[N:7][C:2]([CH3:1])=[CH:3][CH:4]=4)=[CH:9][C:10]3=[O:14])[CH:17]=[CH:18][C:19]=2[C:20]2[CH2:29][N:28]([C:30]([O:32][C:33]([CH3:36])([CH3:35])[CH3:34])=[O:31])[CH2:27][CH2:26][C:21]1=2, predict the reactants needed to synthesize it. (4) The reactants are: CO[CH:3](OC)[CH2:4][O:5][C:6]1[CH:15]=[CH:14][C:9]([C:10]([O:12][CH3:13])=[O:11])=[CH:8][CH:7]=1. Given the product [CH3:13][O:12][C:10]([C:9]1[CH:14]=[CH:15][C:6]2[O:5][CH:4]=[CH:3][C:7]=2[CH:8]=1)=[O:11], predict the reactants needed to synthesize it.